This data is from Catalyst prediction with 721,799 reactions and 888 catalyst types from USPTO. The task is: Predict which catalyst facilitates the given reaction. (1) Reactant: [F:1][C:2]1[CH:9]=[CH:8][C:5]([CH2:6][OH:7])=[CH:4][CH:3]=1.[H-].[Na+].[NH2:12][C:13]1[C:18]([F:19])=[CH:17][N:16]=[C:15](Cl)[N:14]=1. Product: [F:19][C:18]1[C:13]([NH2:12])=[N:14][C:15]([O:7][CH2:6][C:5]2[CH:8]=[CH:9][C:2]([F:1])=[CH:3][CH:4]=2)=[N:16][CH:17]=1. The catalyst class is: 12. (2) Reactant: [CH:1]12[O:8][CH:5]([CH2:6][CH2:7]1)[CH2:4][N:3]([C:9]1[S:10][CH:11]=[C:12]([C:14](OC)=[O:15])[N:13]=1)[CH2:2]2.[Li+].[BH4-].CO. Product: [CH:5]12[O:8][CH:1]([CH2:7][CH2:6]1)[CH2:2][N:3]([C:9]1[S:10][CH:11]=[C:12]([CH2:14][OH:15])[N:13]=1)[CH2:4]2. The catalyst class is: 1.